Dataset: Full USPTO retrosynthesis dataset with 1.9M reactions from patents (1976-2016). Task: Predict the reactants needed to synthesize the given product. (1) Given the product [Cl:28][C:29]1[CH:30]=[C:31]([NH:32][C:24]([C:16]2[CH:15]=[C:14]3[C:19]([C:20](=[O:21])[N:11]([C:5]4[N:4]=[C:3]([O:2][CH3:1])[C:8]([O:9][CH3:10])=[CH:7][N:6]=4)[C:12](=[S:27])[NH:13]3)=[CH:18][C:17]=2[O:22][CH3:23])=[O:26])[CH:33]=[CH:34][CH:35]=1, predict the reactants needed to synthesize it. The reactants are: [CH3:1][O:2][C:3]1[C:8]([O:9][CH3:10])=[CH:7][N:6]=[C:5]([N:11]2[C:20](=[O:21])[C:19]3[C:14](=[CH:15][C:16]([C:24]([OH:26])=O)=[C:17]([O:22][CH3:23])[CH:18]=3)[NH:13][C:12]2=[S:27])[N:4]=1.[Cl:28][C:29]1[CH:30]=[C:31]([CH:33]=[CH:34][CH:35]=1)[NH2:32].CCN(C(C)C)C(C)C.CN(C(ON1N=NC2C=CC=NC1=2)=[N+](C)C)C.F[P-](F)(F)(F)(F)F. (2) Given the product [NH2:11][C@@H:7]([CH2:8][CH2:9][CH3:10])[C@H:6]([OH:26])[C:5]([NH:4][CH:1]1[CH2:2][CH2:3]1)=[O:27], predict the reactants needed to synthesize it. The reactants are: [CH:1]1([NH:4][C:5](=[O:27])[C@@H:6]([OH:26])[C@@H:7]([N:11](CC2C=CC=CC=2)CC2C=CC=CC=2)[CH2:8][CH2:9][CH3:10])[CH2:3][CH2:2]1.